Dataset: Reaction yield outcomes from USPTO patents with 853,638 reactions. Task: Predict the reaction yield, written as a fraction of the theoretical maximum amount of product (1.0 means a 100% yield; for example, 0.34 means a 34% yield). The catalyst is C(Cl)Cl. The product is [CH2:1]([O:4][CH2:5]/[CH:6]=[CH:7]/[C@@H:8]1[O:12][C@@H:11]([CH2:13][CH2:14][C@@H:15]2[O:20][C@H:19]([CH2:21][C@@H:22]3[O:26][C@H:25]([CH2:27][C@H:28]([OH:31])[CH2:29][NH:30][C:54](=[O:55])[O:56][C:57]([CH3:60])([CH3:59])[CH3:58])[C@H:24]([O:32][CH3:33])[C@H:23]3[CH2:34][S:35]([C:38]3[CH:39]=[CH:40][CH:41]=[CH:42][CH:43]=3)(=[O:36])=[O:37])[C:18](=[CH2:44])[C@H:17]([CH3:45])[CH2:16]2)[C:10](=[CH2:46])[CH2:9]1)[CH:2]=[CH2:3]. The reactants are [CH2:1]([O:4][CH2:5]/[CH:6]=[CH:7]/[C@@H:8]1[O:12][C@@H:11]([CH2:13][CH2:14][C@@H:15]2[O:20][C@H:19]([CH2:21][C@@H:22]3[O:26][C@H:25]([CH2:27][C@H:28]([OH:31])[CH2:29][NH2:30])[C@H:24]([O:32][CH3:33])[C@H:23]3[CH2:34][S:35]([C:38]3[CH:43]=[CH:42][CH:41]=[CH:40][CH:39]=3)(=[O:37])=[O:36])[C:18](=[CH2:44])[C@H:17]([CH3:45])[CH2:16]2)[C:10](=[CH2:46])[CH2:9]1)[CH:2]=[CH2:3].C(N(CC)CC)C.[C:54](O[C:54]([O:56][C:57]([CH3:60])([CH3:59])[CH3:58])=[O:55])([O:56][C:57]([CH3:60])([CH3:59])[CH3:58])=[O:55].C(=O)=O. The yield is 0.740.